Dataset: Reaction yield outcomes from USPTO patents with 853,638 reactions. Task: Predict the reaction yield, written as a fraction of the theoretical maximum amount of product (1.0 means a 100% yield; for example, 0.34 means a 34% yield). (1) The reactants are [O:1]1[C:3]2([CH2:8][CH2:7][N:6]([C:9]3[CH:14]=[CH:13][C:12]([N:15]4[CH2:19][C@H:18]([CH2:20][NH:21][C:22](=[O:24])[CH3:23])[O:17][C:16]4=[O:25])=[CH:11][C:10]=3[F:26])[CH2:5][CH2:4]2)[CH2:2]1.[O-:27][CH2:28][CH3:29].[Na+]. The catalyst is C(O)C. The product is [CH2:28]([O:27][CH2:2][C:3]1([OH:1])[CH2:8][CH2:7][N:6]([C:9]2[CH:14]=[CH:13][C:12]([N:15]3[CH2:19][C@H:18]([CH2:20][NH:21][C:22](=[O:24])[CH3:23])[O:17][C:16]3=[O:25])=[CH:11][C:10]=2[F:26])[CH2:5][CH2:4]1)[CH3:29]. The yield is 0.550. (2) The reactants are C([O:3][P:4]([CH2:9][CH2:10][NH:11][CH2:12][C:13]([CH3:36])=[CH:14][CH2:15][C:16]1[C:17]([O:29]CC[Si](C)(C)C)=[C:18]2[C:22](=[C:23]([CH3:27])[C:24]=1[CH2:25][CH3:26])[CH2:21][O:20][C:19]2=[O:28])(=[O:8])[O:5]CC)C.C[Si](Br)(C)C. The catalyst is CN(C=O)C.C(Cl)Cl. The product is [CH2:25]([C:24]1[C:23]([CH3:27])=[C:22]2[C:18]([C:19](=[O:28])[O:20][CH2:21]2)=[C:17]([OH:29])[C:16]=1[CH2:15][CH:14]=[C:13]([CH3:36])[CH2:12][NH:11][CH2:10][CH2:9][P:4](=[O:3])([OH:8])[OH:5])[CH3:26]. The yield is 0.570. (3) The reactants are CS(O[CH2:6][CH2:7][N:8]1[CH:12]=[C:11]([C:13]2[CH:18]=[C:17]([C:19]([O:21]C)=[O:20])[CH:16]=[CH:15][N:14]=2)[N:10]=[CH:9]1)(=O)=O.[Cl:23][C:24]1[CH:25]=[C:26]([CH:32]=[CH:33][C:34]=1[Cl:35])[CH2:27][NH:28][CH:29]1[CH2:31][CH2:30]1. No catalyst specified. The product is [CH:29]1([N:28]([CH2:27][C:26]2[CH:32]=[CH:33][C:34]([Cl:35])=[C:24]([Cl:23])[CH:25]=2)[CH2:6][CH2:7][N:8]2[CH:12]=[C:11]([C:13]3[CH:18]=[C:17]([C:19]([OH:21])=[O:20])[CH:16]=[CH:15][N:14]=3)[N:10]=[CH:9]2)[CH2:30][CH2:31]1. The yield is 0.0700. (4) The reactants are C([N:4]([CH2:11][CH2:12][CH2:13][CH2:14][CH2:15][CH2:16][CH2:17][CH3:18])[C:5]1[CH:10]=[CH:9][CH:8]=[CH:7][CH:6]=1)(=O)C.Cl.[OH-].[K+]. The catalyst is O. The product is [CH2:11]([NH:4][C:5]1[CH:6]=[CH:7][CH:8]=[CH:9][CH:10]=1)[CH2:12][CH2:13][CH2:14][CH2:15][CH2:16][CH2:17][CH3:18]. The yield is 0.990.